Dataset: Catalyst prediction with 721,799 reactions and 888 catalyst types from USPTO. Task: Predict which catalyst facilitates the given reaction. (1) Reactant: [N:1]1([C:7]2[CH:14]=[CH:13][C:12]([C:15]([F:18])([F:17])[F:16])=[CH:11][C:8]=2[CH:9]=O)[CH2:6][CH2:5][O:4][CH2:3][CH2:2]1.[N:19]1([C:25]([O:27][C:28]([CH3:31])([CH3:30])[CH3:29])=[O:26])[CH2:24][CH2:23][NH:22][CH2:21][CH2:20]1.ClCCCl.C(O[BH-](OC(=O)C)OC(=O)C)(=O)C.[Na+]. Product: [N:1]1([C:7]2[CH:14]=[CH:13][C:12]([C:15]([F:18])([F:17])[F:16])=[CH:11][C:8]=2[CH2:9][N:22]2[CH2:21][CH2:20][N:19]([C:25]([O:27][C:28]([CH3:31])([CH3:30])[CH3:29])=[O:26])[CH2:24][CH2:23]2)[CH2:6][CH2:5][O:4][CH2:3][CH2:2]1. The catalyst class is: 4. (2) Reactant: [Cl:1][C:2]1[C:3]([C:23]2[N:27]3[CH:28]=[CH:29][CH:30]=[CH:31][C:26]3=[N:25][CH:24]=2)=[N:4][C:5]([NH:8][C:9]2[CH:14]=[CH:13][C:12]([N:15]3[CH2:20][CH2:19][NH:18][CH2:17][CH2:16]3)=[CH:11][C:10]=2[O:21][CH3:22])=[N:6][CH:7]=1.[O:32]1[CH2:37][CH2:36][N:35]([CH2:38][C:39](O)=[O:40])[CH2:34][CH2:33]1.C(N(C(C)C)C(C)C)C.CN(C(ON1N=NC2C=CC=NC1=2)=[N+](C)C)C.F[P-](F)(F)(F)(F)F. Product: [Cl:1][C:2]1[C:3]([C:23]2[N:27]3[CH:28]=[CH:29][CH:30]=[CH:31][C:26]3=[N:25][CH:24]=2)=[N:4][C:5]([NH:8][C:9]2[CH:14]=[CH:13][C:12]([N:15]3[CH2:16][CH2:17][N:18]([C:39](=[O:40])[CH2:38][N:35]4[CH2:36][CH2:37][O:32][CH2:33][CH2:34]4)[CH2:19][CH2:20]3)=[CH:11][C:10]=2[O:21][CH3:22])=[N:6][CH:7]=1. The catalyst class is: 44. (3) Reactant: [CH2:1]([S:7]([OH:10])(=[O:9])=[O:8])[CH2:2][S:3]([OH:6])(=[O:5])=[O:4].[CH3:11][N:12]([CH2:19][CH2:20][O:21][C:22]1[CH:35]=[CH:34][C:25]([CH2:26][CH:27]2[S:31][C:30](=[O:32])[NH:29][C:28]2=[O:33])=[CH:24][CH:23]=1)[C:13]1[CH:18]=[CH:17][CH:16]=[CH:15][N:14]=1. Product: [CH2:1]([S:7]([OH:10])(=[O:9])=[O:8])[CH2:2][S:3]([OH:6])(=[O:5])=[O:4].[CH3:11][N:12]([CH2:19][CH2:20][O:21][C:22]1[CH:35]=[CH:34][C:25]([CH2:26][CH:27]2[S:31][C:30](=[O:32])[NH:29][C:28]2=[O:33])=[CH:24][CH:23]=1)[C:13]1[CH:18]=[CH:17][CH:16]=[CH:15][N:14]=1. The catalyst class is: 69. (4) The catalyst class is: 650. Reactant: [CH:1]1[C:13]2[C:12](=[CH:14][C:15]([NH:17][CH2:18][CH2:19][CH2:20][CH2:21][CH2:22][C:23](O)=[O:24])=[O:16])[C:11]3[C:6](=[CH:7][CH:8]=[CH:9][CH:10]=3)[C:5]=2[CH:4]=[CH:3][CH:2]=1.Cl.C(N=C=NCCCN(C)C)C.OC1C2N=NNC=2C=CC=1.C(N(CC)CC)C.[Cl:55][C:56]1[CH:61]=[CH:60][C:59]([NH2:62])=[C:58]([NH2:63])[CH:57]=1. Product: [CH:10]1[C:11]2[C:12](=[CH:14][C:15]([NH:17][CH2:18][CH2:19][CH2:20][CH2:21][CH2:22][C:23]([NH:62][C:59]3[CH:60]=[CH:61][C:56]([Cl:55])=[CH:57][C:58]=3[NH2:63])=[O:24])=[O:16])[C:13]3[C:5](=[CH:4][CH:3]=[CH:2][CH:1]=3)[C:6]=2[CH:7]=[CH:8][CH:9]=1. (5) The catalyst class is: 5. Product: [NH2:34][CH2:17][C:16]([NH:15][C:13]1[CH:14]=[C:9]([O:8][CH2:1][C:2]2[CH:7]=[CH:6][CH:5]=[CH:4][CH:3]=2)[CH:10]=[CH:11][C:12]=1[S:20](=[O:33])(=[O:32])[NH:21][C:22]1[CH:23]=[CH:24][C:25]2[CH2:29][O:28][B:27]([OH:30])[C:26]=2[CH:31]=1)=[O:19]. Reactant: [CH2:1]([O:8][C:9]1[CH:10]=[CH:11][C:12]([S:20](=[O:33])(=[O:32])[NH:21][C:22]2[CH:23]=[CH:24][C:25]3[CH2:29][O:28][B:27]([OH:30])[C:26]=3[CH:31]=2)=[C:13]([NH:15][C:16](=[O:19])[CH2:17]Cl)[CH:14]=1)[C:2]1[CH:7]=[CH:6][CH:5]=[CH:4][CH:3]=1.[NH4+:34].[OH-].